Dataset: Forward reaction prediction with 1.9M reactions from USPTO patents (1976-2016). Task: Predict the product of the given reaction. Given the reactants [C:1]([O:5][C:6](=[O:20])[CH2:7][NH:8][C:9]1[CH:14]=[CH:13][C:12]([C:15]#[N:16])=[CH:11][C:10]=1[N+:17]([O-])=O)([CH3:4])([CH3:3])[CH3:2], predict the reaction product. The product is: [C:1]([O:5][C:6](=[O:20])[CH2:7][NH:8][C:9]1[CH:14]=[CH:13][C:12]([C:15]#[N:16])=[CH:11][C:10]=1[NH2:17])([CH3:4])([CH3:2])[CH3:3].